This data is from Full USPTO retrosynthesis dataset with 1.9M reactions from patents (1976-2016). The task is: Predict the reactants needed to synthesize the given product. (1) Given the product [ClH:14].[ClH:48].[ClH:14].[Cl:14][C:15]1[CH:24]=[CH:23][C:22]([F:25])=[C:21]2[C:16]=1[CH:17]=[C:18]([C:26]1[C:27]([NH2:41])=[N:28][CH:29]=[C:30]([C:2]3[S:6][C:5]([N:7]4[CH2:12][CH2:11][N:10]([CH3:13])[CH2:9][CH2:8]4)=[N:4][CH:3]=3)[CH:31]=1)[N:19]=[CH:20]2, predict the reactants needed to synthesize it. The reactants are: Br[C:2]1[S:6][C:5]([N:7]2[CH2:12][CH2:11][N:10]([CH3:13])[CH2:9][CH2:8]2)=[N:4][CH:3]=1.[Cl:14][C:15]1[CH:24]=[CH:23][C:22]([F:25])=[C:21]2[C:16]=1[CH:17]=[C:18]([C:26]1[C:27]([NH2:41])=[N:28][CH:29]=[C:30](B3OC(C)(C)C(C)(C)O3)[CH:31]=1)[N:19]=[CH:20]2.C(=O)([O-])[O-].[K+].[K+].[ClH:48]. (2) Given the product [S:39]1[C:35]2[CH:34]=[CH:33][C:32]([C:24]3[CH:23]=[C:22]([CH:27]=[C:26]([S:28]([CH3:31])(=[O:29])=[O:30])[CH:25]=3)[O:21][CH2:20][CH2:19][CH2:18][CH2:17][CH2:16][CH2:15][C:11]3[C:10]([CH2:41][CH2:42][C:43]([OH:45])=[O:44])=[C:9]([CH:14]=[CH:13][CH:12]=3)[O:8][CH2:7][CH2:6][CH2:5][C:4]([OH:48])=[O:3])=[CH:40][C:36]=2[N:37]=[CH:38]1, predict the reactants needed to synthesize it. The reactants are: C([O:3][C:4](=[O:48])[CH2:5][CH2:6][CH2:7][O:8][C:9]1[CH:14]=[CH:13][CH:12]=[C:11]([CH2:15][CH2:16][CH2:17][CH2:18][CH2:19][CH2:20][O:21][C:22]2[CH:27]=[C:26]([S:28]([CH3:31])(=[O:30])=[O:29])[CH:25]=[C:24]([C:32]3[CH:33]=[CH:34][C:35]4[S:39][CH:38]=[N:37][C:36]=4[CH:40]=3)[CH:23]=2)[C:10]=1[CH2:41][CH2:42][C:43]([O:45]CC)=[O:44])C.[OH-].[Na+]. (3) The reactants are: Br[C:2]1[CH:21]=[N:20][C:5]2[N:6]([CH2:18][CH3:19])[C:7]3[N:15]=[C:14]([Cl:16])[CH:13]=[C:12]([CH3:17])[C:8]=3[NH:9][C:10](=[O:11])[C:4]=2[CH:3]=1.[CH2:22]([Sn](CCCC)(CCCC)CCCC)[CH:23]=[CH2:24]. Given the product [Cl:16][C:14]1[CH:13]=[C:12]([CH3:17])[C:8]2[NH:9][C:10](=[O:11])[C:4]3[CH:3]=[C:2]([CH2:24][CH:23]=[CH2:22])[CH:21]=[N:20][C:5]=3[N:6]([CH2:18][CH3:19])[C:7]=2[N:15]=1, predict the reactants needed to synthesize it.